This data is from TCR-epitope binding with 47,182 pairs between 192 epitopes and 23,139 TCRs. The task is: Binary Classification. Given a T-cell receptor sequence (or CDR3 region) and an epitope sequence, predict whether binding occurs between them. (1) The epitope is IPRRNVATL. The TCR CDR3 sequence is CASLSGDTQYF. Result: 0 (the TCR does not bind to the epitope). (2) The epitope is TLIGDCATV. The TCR CDR3 sequence is CASSLLGAGSNTQYF. Result: 1 (the TCR binds to the epitope). (3) The epitope is LLSAGIFGA. The TCR CDR3 sequence is CASSEGSSSYNSPLHF. Result: 1 (the TCR binds to the epitope). (4) The epitope is IQYIDIGNY. The TCR CDR3 sequence is CASSLRQGGDNEQFF. Result: 0 (the TCR does not bind to the epitope). (5) The epitope is LPPIVAKEI. The TCR CDR3 sequence is CASGLSRGLNEQFF. Result: 0 (the TCR does not bind to the epitope). (6) The epitope is FTYASALWEI. The TCR CDR3 sequence is CASSPPGQPTEAFF. Result: 1 (the TCR binds to the epitope). (7) The epitope is QARQMVQAMRTIGTHP. The TCR CDR3 sequence is CSAAAWDKYNEQFF. Result: 1 (the TCR binds to the epitope).